This data is from Peptide-MHC class I binding affinity with 185,985 pairs from IEDB/IMGT. The task is: Regression. Given a peptide amino acid sequence and an MHC pseudo amino acid sequence, predict their binding affinity value. This is MHC class I binding data. (1) The peptide sequence is FYNGSNWCL. The MHC is HLA-A31:01 with pseudo-sequence HLA-A31:01. The binding affinity (normalized) is 0.0847. (2) The peptide sequence is SPRPEMQEF. The MHC is HLA-A11:01 with pseudo-sequence HLA-A11:01. The binding affinity (normalized) is 0. (3) The peptide sequence is QFKDNVILL. The MHC is HLA-A26:01 with pseudo-sequence HLA-A26:01. The binding affinity (normalized) is 0.0554. (4) The peptide sequence is ASPLSSIFSR. The MHC is Patr-A0101 with pseudo-sequence Patr-A0101. The binding affinity (normalized) is 0.331. (5) The peptide sequence is SLSAYIIRV. The MHC is HLA-A02:06 with pseudo-sequence HLA-A02:06. The binding affinity (normalized) is 0.636. (6) The peptide sequence is RAYAAMHLW. The MHC is HLA-A02:03 with pseudo-sequence HLA-A02:03. The binding affinity (normalized) is 0.0847. (7) The peptide sequence is AMYYRRTER. The MHC is HLA-A02:12 with pseudo-sequence HLA-A02:12. The binding affinity (normalized) is 0.140. (8) The peptide sequence is GLSETGFMR. The MHC is HLA-A11:01 with pseudo-sequence HLA-A11:01. The binding affinity (normalized) is 0.269.